Dataset: Peptide-MHC class I binding affinity with 185,985 pairs from IEDB/IMGT. Task: Regression. Given a peptide amino acid sequence and an MHC pseudo amino acid sequence, predict their binding affinity value. This is MHC class I binding data. (1) The peptide sequence is LEVKFNAPA. The MHC is HLA-B45:01 with pseudo-sequence HLA-B45:01. The binding affinity (normalized) is 0.862. (2) The peptide sequence is LPSCPTNFCIF. The MHC is HLA-B14:02 with pseudo-sequence HLA-B14:02. The binding affinity (normalized) is 0.0847.